Dataset: Full USPTO retrosynthesis dataset with 1.9M reactions from patents (1976-2016). Task: Predict the reactants needed to synthesize the given product. (1) Given the product [O:30]=[S:26]1(=[O:31])[CH2:27][CH2:28][CH2:29][N:25]1[C:4]1[CH:3]=[C:2]([N:34]2[CH2:35][CH2:36][O:32][C:33]2=[O:37])[CH:7]=[CH:6][C:5]=1[C:8]([N:10]1[CH2:15][CH2:14][N:13]([C:16]2[C:21]([CH3:22])=[CH:20][C:19]([CH2:23][CH3:24])=[CH:18][N:17]=2)[CH2:12][CH2:11]1)=[O:9], predict the reactants needed to synthesize it. The reactants are: Br[C:2]1[CH:7]=[CH:6][C:5]([C:8]([N:10]2[CH2:15][CH2:14][N:13]([C:16]3[C:21]([CH3:22])=[CH:20][C:19]([CH2:23][CH3:24])=[CH:18][N:17]=3)[CH2:12][CH2:11]2)=[O:9])=[C:4]([N:25]2[CH2:29][CH2:28][CH2:27][S:26]2(=[O:31])=[O:30])[CH:3]=1.[O:32]1[CH2:36][CH:35]=[N:34][C:33]1=[O:37]. (2) Given the product [CH2:3]([O:10][C:11]1[CH:16]=[C:15]([O:17][CH2:18][CH2:19][CH3:20])[C:14]([I:1])=[CH:13][C:12]=1[CH2:21][CH3:22])[C:4]1[CH:5]=[CH:6][CH:7]=[CH:8][CH:9]=1, predict the reactants needed to synthesize it. The reactants are: [I:1]I.[CH2:3]([O:10][C:11]1[CH:16]=[C:15]([O:17][CH2:18][CH2:19][CH3:20])[CH:14]=[CH:13][C:12]=1[CH2:21][CH3:22])[C:4]1[CH:9]=[CH:8][CH:7]=[CH:6][CH:5]=1.